From a dataset of CYP1A2 inhibition data for predicting drug metabolism from PubChem BioAssay. Regression/Classification. Given a drug SMILES string, predict its absorption, distribution, metabolism, or excretion properties. Task type varies by dataset: regression for continuous measurements (e.g., permeability, clearance, half-life) or binary classification for categorical outcomes (e.g., BBB penetration, CYP inhibition). Dataset: cyp1a2_veith. The compound is CC(C)(C)N(NC(=O)c1ccccc1)C(=O)c1cccc(C(=O)N(NC(=O)c2ccccc2)C(C)(C)C)c1. The result is 0 (non-inhibitor).